This data is from Peptide-MHC class I binding affinity with 185,985 pairs from IEDB/IMGT. The task is: Regression. Given a peptide amino acid sequence and an MHC pseudo amino acid sequence, predict their binding affinity value. This is MHC class I binding data. (1) The peptide sequence is RDYVDRFYKTL. The MHC is HLA-B40:01 with pseudo-sequence HLA-B40:01. The binding affinity (normalized) is 0. (2) The peptide sequence is TQIFEVYWYL. The MHC is HLA-A02:01 with pseudo-sequence HLA-A02:01. The binding affinity (normalized) is 0.814. (3) The peptide sequence is RLQQELDDL. The MHC is HLA-A02:06 with pseudo-sequence HLA-A02:06. The binding affinity (normalized) is 0.185. (4) The MHC is HLA-A68:01 with pseudo-sequence HLA-A68:01. The binding affinity (normalized) is 0.545. The peptide sequence is QALGGAGTLR. (5) The peptide sequence is GRKTPLLCF. The MHC is HLA-B07:02 with pseudo-sequence HLA-B07:02. The binding affinity (normalized) is 0.0847.